Dataset: Catalyst prediction with 721,799 reactions and 888 catalyst types from USPTO. Task: Predict which catalyst facilitates the given reaction. (1) Reactant: [C:1]1([C:7](=[O:21])[C:8]#[C:9][CH2:10][CH2:11][CH2:12]/[CH:13]=[CH:14]/[C:15]2[CH:20]=[CH:19][CH:18]=[CH:17][CH:16]=2)[CH:6]=[CH:5][CH:4]=[CH:3][CH:2]=1. Product: [CH2:12]1[C:13]2=[CH:14][C:15]3[C:16]([C:8]([C:7]([C:1]4[CH:6]=[CH:5][CH:4]=[CH:3][CH:2]=4)=[O:21])=[C:9]2[CH2:10][CH2:11]1)=[CH:17][CH:18]=[CH:19][CH:20]=3. The catalyst class is: 26. (2) Reactant: [F:1][C:2]([F:18])([C:6]1[CH:11]=[CH:10][C:9]([O:12][C:13]([F:16])([F:15])[F:14])=[C:8]([CH3:17])[CH:7]=1)[C:3]([OH:5])=O.P(Cl)(Cl)(Cl)=O.Cl.[NH2:25][CH2:26][C:27]1[CH:28]=[C:29]2[C:33](=[CH:34][CH:35]=1)[C:32](=[O:36])[N:31]([CH:37]1[CH2:42][CH2:41][C:40](=[O:43])[NH:39][C:38]1=[O:44])[CH2:30]2.C(=O)(O)[O-].[Na+]. Product: [O:44]=[C:38]1[CH:37]([N:31]2[CH2:30][C:29]3[C:33](=[CH:34][CH:35]=[C:27]([CH2:26][NH:25][C:3](=[O:5])[C:2]([F:1])([F:18])[C:6]4[CH:11]=[CH:10][C:9]([O:12][C:13]([F:16])([F:15])[F:14])=[C:8]([CH3:17])[CH:7]=4)[CH:28]=3)[C:32]2=[O:36])[CH2:42][CH2:41][C:40](=[O:43])[NH:39]1. The catalyst class is: 17. (3) Reactant: B(Br)(Br)Br.[C:5]([N:13]1[C:21]2[C:16](=[CH:17][C:18]([O:23]C)=[C:19]([F:22])[CH:20]=2)[C:15]([CH2:25][C:26]([OH:28])=[O:27])=[C:14]1[CH3:29])(=[O:12])[C:6]1[CH:11]=[CH:10][CH:9]=[CH:8][CH:7]=1. Product: [C:5]([N:13]1[C:21]2[C:16](=[CH:17][C:18]([OH:23])=[C:19]([F:22])[CH:20]=2)[C:15]([CH2:25][C:26]([OH:28])=[O:27])=[C:14]1[CH3:29])(=[O:12])[C:6]1[CH:11]=[CH:10][CH:9]=[CH:8][CH:7]=1. The catalyst class is: 4. (4) The catalyst class is: 243. Product: [F:1][CH:2]([F:12])[CH2:3][NH:4][C:5]1[CH:6]=[N:7][CH:8]=[CH:9][C:10]=1[C:17]1[CH:18]=[CH:19][C:14]([F:13])=[CH:15][C:16]=1[O:23][CH3:24]. Reactant: [F:1][CH:2]([F:12])[CH2:3][NH:4][C:5]1[CH:6]=[N:7][CH:8]=[CH:9][C:10]=1I.[F:13][C:14]1[CH:19]=[CH:18][C:17](B(O)O)=[C:16]([O:23][CH3:24])[CH:15]=1.